The task is: Predict the product of the given reaction.. This data is from Forward reaction prediction with 1.9M reactions from USPTO patents (1976-2016). (1) Given the reactants [CH:1]1([N:7]2[CH2:13][C@:12]([F:16])([CH:14]=[CH2:15])[C:11](=[O:17])[N:10]([CH3:18])[C:9]3[CH:19]=[N:20][C:21]([NH:23][C:24]4[CH:32]=[CH:31][C:27]([C:28](O)=[O:29])=[CH:26][C:25]=4[O:33][CH3:34])=[N:22][C:8]2=3)C[CH2:5][CH2:4][CH2:3][CH2:2]1.CN(C(ON1N=NC2C=CC=NC1=2)=[N+](C)C)C.F[P-](F)(F)(F)(F)F.[NH2:59][CH:60]1[CH2:65][CH2:64][N:63]([CH2:66][CH2:67][OH:68])[CH2:62][CH2:61]1, predict the reaction product. The product is: [CH:1]1([N:7]2[CH2:13][C@:12]([F:16])([CH:14]=[CH2:15])[C:11](=[O:17])[N:10]([CH3:18])[C:9]3[CH:19]=[N:20][C:21]([NH:23][C:24]4[CH:32]=[CH:31][C:27]([C:28]([NH:59][CH:60]5[CH2:65][CH2:64][N:63]([CH2:66][CH2:67][OH:68])[CH2:62][CH2:61]5)=[O:29])=[CH:26][C:25]=4[O:33][CH3:34])=[N:22][C:8]2=3)[CH2:5][CH2:4][CH2:3][CH2:2]1. (2) The product is: [ClH:38].[F:1][C:2]1[CH:24]=[CH:23][C:5]2[CH:6]([N:11]3[C:19]4[C:14](=[CH:15][CH:16]=[CH:17][CH:18]=4)[C:13]([CH3:21])([CH3:20])[C:12]3=[O:22])[CH:7]([CH2:9][NH:37][CH3:36])[O:8][C:4]=2[CH:3]=1. Given the reactants [F:1][C:2]1[CH:24]=[CH:23][C:5]2[CH:6]([N:11]3[C:19]4[C:14](=[CH:15][CH:16]=[CH:17][CH:18]=4)[C:13]([CH3:21])([CH3:20])[C:12]3=[O:22])[CH:7]([CH2:9]O)[O:8][C:4]=2[CH:3]=1.S(C1C=CC(C)=CC=1)([O-])(=O)=O.[CH3:36][NH2:37].[ClH:38], predict the reaction product. (3) Given the reactants Br[C:2]1[C:9]([CH3:10])=[CH:8][C:5]([C:6]#[N:7])=[CH:4][C:3]=1[CH3:11].CC1C=CC=CC=1P(C1C=CC=CC=1C)C1C=CC=CC=1C.[CH3:34][O:35][C:36](=[O:48])[C@H:37]([CH2:46]I)[NH:38][C:39]([O:41][C:42]([CH3:45])([CH3:44])[CH3:43])=[O:40], predict the reaction product. The product is: [CH3:34][O:35][C:36](=[O:48])[C@@H:37]([NH:38][C:39]([O:41][C:42]([CH3:45])([CH3:44])[CH3:43])=[O:40])[CH2:46][C:2]1[C:9]([CH3:10])=[CH:8][C:5]([C:6]#[N:7])=[CH:4][C:3]=1[CH3:11]. (4) Given the reactants [C:1]([NH:4][C:5]1[CH:10]=[C:9]([Cl:11])[C:8]([O:12][CH3:13])=[CH:7][C:6]=1/[CH:14]=[CH:15]/[C:16]([OH:18])=O)(=[O:3])[CH3:2].[F:19][C:20]1[CH:34]=[CH:33][C:23]([CH2:24][N:25]2[CH2:30][C@H:29]([CH3:31])[NH:28][CH2:27][C@H:26]2[CH3:32])=[CH:22][CH:21]=1.CCN=C=NCCCN(C)C.Cl.Cl, predict the reaction product. The product is: [Cl:11][C:9]1[C:8]([O:12][CH3:13])=[CH:7][C:6](/[CH:14]=[CH:15]/[C:16]([N:28]2[CH2:27][C@H:26]([CH3:32])[N:25]([CH2:24][C:23]3[CH:33]=[CH:34][C:20]([F:19])=[CH:21][CH:22]=3)[CH2:30][C@H:29]2[CH3:31])=[O:18])=[C:5]([NH:4][C:1](=[O:3])[CH3:2])[CH:10]=1. (5) Given the reactants [Cl:1][C:2]1[CH:7]=[CH:6][N:5]=[CH:4][C:3]=1[S:8](Cl)(=[O:10])=[O:9].[N:12]1([C:18]([O:20][C:21]([CH3:24])([CH3:23])[CH3:22])=[O:19])[CH2:17][CH2:16][NH:15][CH2:14][CH2:13]1.C(N(CC)C(C)C)(C)C, predict the reaction product. The product is: [Cl:1][C:2]1[CH:7]=[CH:6][N:5]=[CH:4][C:3]=1[S:8]([N:15]1[CH2:14][CH2:13][N:12]([C:18]([O:20][C:21]([CH3:24])([CH3:23])[CH3:22])=[O:19])[CH2:17][CH2:16]1)(=[O:10])=[O:9].